From a dataset of Full USPTO retrosynthesis dataset with 1.9M reactions from patents (1976-2016). Predict the reactants needed to synthesize the given product. (1) Given the product [Cl:16][C:13]1[CH:14]=[CH:15][C:10]([CH:6]([CH:1]2[CH2:2][CH2:3][CH2:4][CH2:5]2)[C:7]([NH:37][C:38]2[CH:39]=[C:40]([CH:52]=[CH:53][CH:54]=2)[CH2:41][C:42]2([C:45]([O:47][C:48]([CH3:51])([CH3:49])[CH3:50])=[O:46])[CH2:44][CH2:43]2)=[O:9])=[CH:11][CH:12]=1, predict the reactants needed to synthesize it. The reactants are: [CH:1]1([CH:6]([C:10]2[CH:15]=[CH:14][C:13]([Cl:16])=[CH:12][CH:11]=2)[C:7]([OH:9])=O)[CH2:5][CH2:4][CH2:3][CH2:2]1.O.ON1C2C=CC=CC=2N=N1.C(N(CC)C(C)C)(C)C.[NH2:37][C:38]1[CH:39]=[C:40]([CH:52]=[CH:53][CH:54]=1)[CH2:41][C:42]1([C:45]([O:47][C:48]([CH3:51])([CH3:50])[CH3:49])=[O:46])[CH2:44][CH2:43]1.CN(C(ON1N=NC2C=CC=NC1=2)=[N+](C)C)C.F[P-](F)(F)(F)(F)F.C(=O)([O-])[O-].[Na+].[Na+]. (2) Given the product [CH2:18]([O:17][C:15]([N:13]1[CH2:14][CH:11]([C:9]2[CH:10]=[C:5]3[S:4][C:3]([NH:25][C:26]([O:28][C:29]([CH3:32])([CH3:31])[CH3:30])=[O:27])=[C:2]([C:15]([O:17][CH3:18])=[O:16])[C:6]3=[N:7][CH:8]=2)[CH2:12]1)=[O:16])[C:19]1[CH:24]=[CH:23][CH:22]=[CH:21][CH:20]=1, predict the reactants needed to synthesize it. The reactants are: Br[C:2]1[C:6]2=[N:7][CH:8]=[C:9]([CH:11]3[CH2:14][N:13]([C:15]([O:17][CH2:18][C:19]4[CH:24]=[CH:23][CH:22]=[CH:21][CH:20]=4)=[O:16])[CH2:12]3)[CH:10]=[C:5]2[S:4][C:3]=1[NH:25][C:26]([O:28][C:29]([CH3:32])([CH3:31])[CH3:30])=[O:27].ClCCl. (3) Given the product [CH3:12][S:13][C:14]1[CH:19]=[CH:18][C:17]([CH:20]2[CH2:25][CH2:24][CH2:23][N:22]3[CH:26]=[N:27][CH:28]=[C:21]23)=[CH:16][CH:15]=1, predict the reactants needed to synthesize it. The reactants are: [BH4-].[Na+].B(F)(F)F.CCOCC.[CH3:12][S:13][C:14]1[CH:19]=[CH:18][C:17]([C:20]2(O)[CH2:25][CH2:24][CH2:23][N:22]3[CH:26]=[N:27][CH:28]=[C:21]23)=[CH:16][CH:15]=1.C(=O)([O-])O.[Na+]. (4) Given the product [CH3:3][C:2]([Si:5]([CH3:22])([CH3:21])[O:6][C@@H:7]1[CH2:11][N:10]([C:12]([O:14][C:15]([CH3:18])([CH3:16])[CH3:17])=[O:13])[C@@H:9]([CH2:19][N:42]2[C:49](=[O:51])[C:37]3[C:36](=[CH:41][CH:40]=[CH:39][CH:38]=3)[C:56]2=[O:57])[CH2:8]1)([CH3:1])[CH3:4], predict the reactants needed to synthesize it. The reactants are: [CH3:1][C:2]([Si:5]([CH3:22])([CH3:21])[O:6][C@@H:7]1[CH2:11][N:10]([C:12]([O:14][C:15]([CH3:18])([CH3:17])[CH3:16])=[O:13])[C@@H:9]([CH2:19]O)[CH2:8]1)([CH3:4])[CH3:3].[C:36]1(P([C:36]2[CH:41]=[CH:40][CH:39]=[CH:38][CH:37]=2)[C:36]2[CH:41]=[CH:40][CH:39]=[CH:38][CH:37]=2)[CH:41]=[CH:40][CH:39]=[CH:38][CH:37]=1.[N:42]([C:49]([O:51]CC)=O)=NC(OCC)=O.C1C[O:57][CH2:56]C1. (5) Given the product [CH3:1][O:2][C:3]1[CH:8]=[CH:7][C:6]([N:9]2[C:13]3[CH:14]=[C:15]([C:18]4[O:22][C:21]([S:23][CH2:30][C:29]5[CH:32]=[CH:33][C:26]([O:25][CH3:24])=[C:27]([C:34]([F:35])([F:36])[F:37])[CH:28]=5)=[N:20][N:19]=4)[CH:16]=[CH:17][C:12]=3[N:11]=[CH:10]2)=[CH:5][CH:4]=1, predict the reactants needed to synthesize it. The reactants are: [CH3:1][O:2][C:3]1[CH:8]=[CH:7][C:6]([N:9]2[C:13]3[CH:14]=[C:15]([C:18]4[O:22][C:21]([SH:23])=[N:20][N:19]=4)[CH:16]=[CH:17][C:12]=3[N:11]=[CH:10]2)=[CH:5][CH:4]=1.[CH3:24][O:25][C:26]1[CH:33]=[CH:32][C:29]([CH2:30]Br)=[CH:28][C:27]=1[C:34]([F:37])([F:36])[F:35]. (6) Given the product [N:11]1([CH2:10][CH2:9][O:8][C:7]2[CH:16]=[CH:17][C:4]([NH2:1])=[CH:5][CH:6]=2)[CH:15]=[CH:14][N:13]=[CH:12]1, predict the reactants needed to synthesize it. The reactants are: [N+:1]([C:4]1[CH:17]=[CH:16][C:7]([O:8][CH2:9][CH2:10][N:11]2[CH:15]=[CH:14][N:13]=[CH:12]2)=[CH:6][CH:5]=1)([O-])=O.ClCCl.CCOCC. (7) Given the product [CH:34]1[N:35]=[C:36]([NH2:37])[C:31]2[N:30]=[CH:29][N:28]([C@@H:26]3[O:27][C@H:23]([CH2:22][O:21][P:18]([O:17][P:14]([O:13][CH2:12][C@H:10]4[O:11][C@@H:7]([N:5]5[CH:4]=[C:3]([C:46]([NH2:48])=[O:47])[CH2:2][CH:1]=[CH:6]5)[C@H:8]([OH:45])[C@@H:9]4[OH:44])([OH:16])=[O:15])([OH:20])=[O:19])[C@@H:24]([OH:43])[C@H:25]3[O:38][P:39]([OH:42])([OH:41])=[O:40])[C:32]=2[N:33]=1, predict the reactants needed to synthesize it. The reactants are: [CH:1]1[CH:6]=[N+:5]([C@@H:7]2[O:11][C@H:10]([CH2:12][O:13][P:14]([O:17][P:18]([O:21][CH2:22][C@H:23]3[O:27][C@@H:26]([N:28]4[C:32]5[N:33]=[CH:34][N:35]=[C:36]([NH2:37])[C:31]=5[N:30]=[CH:29]4)[C@H:25]([O:38][P:39]([OH:42])([OH:41])=[O:40])[C@@H:24]3[OH:43])([OH:20])=[O:19])([OH:16])=[O:15])[C@@H:9]([OH:44])[C@H:8]2[OH:45])[CH:4]=[C:3]([C:46]([NH2:48])=[O:47])[CH:2]=1.P([O-])([O-])([O-])=O.[OH-].[Na+]. (8) Given the product [NH2:4][C:5]1[CH:10]=[CH:9][C:8]([S:11]([NH:14][CH2:15][C:16]([O:18][CH3:19])=[O:17])(=[O:13])=[O:12])=[CH:7][C:6]=1[Cl:23], predict the reactants needed to synthesize it. The reactants are: C([NH:4][C:5]1[CH:10]=[CH:9][C:8]([S:11]([NH:14][CH2:15][C:16]([O:18][C:19](C)(C)C)=[O:17])(=[O:13])=[O:12])=[CH:7][C:6]=1[Cl:23])(=O)C.S(=O)(=O)(O)O. (9) Given the product [F:18][C:15]1[CH:14]=[CH:13][C:12]([C:5]2[CH:6]=[CH:7][C:2]([F:1])=[CH:3][CH:4]=2)=[CH:17][N:16]=1, predict the reactants needed to synthesize it. The reactants are: [F:1][C:2]1[CH:7]=[CH:6][C:5](B(O)O)=[CH:4][CH:3]=1.Br[C:12]1[CH:13]=[CH:14][C:15]([F:18])=[N:16][CH:17]=1.C(=O)([O-])[O-].[Na+].[Na+].